Dataset: NCI-60 drug combinations with 297,098 pairs across 59 cell lines. Task: Regression. Given two drug SMILES strings and cell line genomic features, predict the synergy score measuring deviation from expected non-interaction effect. Cell line: MDA-MB-435. Synergy scores: CSS=29.8, Synergy_ZIP=-2.64, Synergy_Bliss=-1.87, Synergy_Loewe=1.26, Synergy_HSA=4.05. Drug 1: C1=C(C(=O)NC(=O)N1)F. Drug 2: C1=NC2=C(N1)C(=S)N=C(N2)N.